Dataset: NCI-60 drug combinations with 297,098 pairs across 59 cell lines. Task: Regression. Given two drug SMILES strings and cell line genomic features, predict the synergy score measuring deviation from expected non-interaction effect. Drug 1: C(CN)CNCCSP(=O)(O)O. Drug 2: COCCOC1=C(C=C2C(=C1)C(=NC=N2)NC3=CC=CC(=C3)C#C)OCCOC.Cl. Cell line: MDA-MB-231. Synergy scores: CSS=-3.61, Synergy_ZIP=0.173, Synergy_Bliss=-2.86, Synergy_Loewe=-8.02, Synergy_HSA=-5.10.